From a dataset of Experimentally validated miRNA-target interactions with 360,000+ pairs, plus equal number of negative samples. Binary Classification. Given a miRNA mature sequence and a target amino acid sequence, predict their likelihood of interaction. The miRNA is mmu-let-7b-5p with sequence UGAGGUAGUAGGUUGUGUGGUU. The protein sequence of the target gene is MPGKHVSRVRALYRRILLLHRALPPDLKALGDQYVKDEFRRHKTVGPGEAQRFLKEWETYAAVLWQQAEDSRQSSTGKACFGTSLPEEKLNDFRDEQIGQLQELMQEATKPNRQFSITESTKPQL. Result: 1 (interaction).